This data is from Catalyst prediction with 721,799 reactions and 888 catalyst types from USPTO. The task is: Predict which catalyst facilitates the given reaction. (1) Reactant: C(OC(=O)C)(=O)C.[NH2:8][C:9]1[N:14]=[C:13]([Cl:15])[C:12]([CH:16]([OH:25])[CH2:17][CH:18]2[CH2:22][O:21][C:20]([CH3:24])([CH3:23])[O:19]2)=[C:11]([Cl:26])[N:10]=1. Product: [NH2:8][C:9]1[N:10]=[C:11]([Cl:26])[C:12]([C:16](=[O:25])[CH2:17][CH:18]2[CH2:22][O:21][C:20]([CH3:24])([CH3:23])[O:19]2)=[C:13]([Cl:15])[N:14]=1. The catalyst class is: 16. (2) The catalyst class is: 28. Reactant: O.O.O.[F:4][C:5]([F:13])([F:12])[C:6]([C:8]([F:11])([F:10])[F:9])=[O:7].C1CCN2C(=NCCC2)CC1. Product: [OH2:7].[F:4][C:5]([F:13])([F:12])[C:6]([C:8]([F:11])([F:10])[F:9])=[O:7]. (3) Reactant: [N:1]1[C:10]2[C:5](=[CH:6][CH:7]=[C:8]([O:11][C:12]3[N:17]=[CH:16][N:15]=[C:14]([C:18]4[CH:23]=[CH:22][C:21]([C:24]([F:27])([F:26])[F:25])=[CH:20][C:19]=4[NH2:28])[CH:13]=3)[CH:9]=2)[CH:4]=[CH:3][CH:2]=1.[C:29](OC(=O)C)(=[O:31])[CH3:30].C([O-])(O)=O.[Na+].O. Product: [N:1]1[C:10]2[C:5](=[CH:6][CH:7]=[C:8]([O:11][C:12]3[N:17]=[CH:16][N:15]=[C:14]([C:18]4[CH:23]=[CH:22][C:21]([C:24]([F:25])([F:27])[F:26])=[CH:20][C:19]=4[NH:28][C:29](=[O:31])[CH3:30])[CH:13]=3)[CH:9]=2)[CH:4]=[CH:3][CH:2]=1. The catalyst class is: 26. (4) Reactant: [NH2:1][C:2]1[CH:3]=[CH:4][CH:5]=[C:6]2[C:11]=1[N:10]=[CH:9][CH:8]=[CH:7]2.[CH3:12][C:13]1[CH:14]=[CH:15][C:16]([N+:23]([O-:25])=[O:24])=[C:17]([S:19](Cl)(=[O:21])=[O:20])[CH:18]=1.N1C=CC=CC=1. Product: [CH3:12][C:13]1[CH:14]=[CH:15][C:16]([N+:23]([O-:25])=[O:24])=[C:17]([S:19]([NH:1][C:2]2[CH:3]=[CH:4][CH:5]=[C:6]3[C:11]=2[N:10]=[CH:9][CH:8]=[CH:7]3)(=[O:20])=[O:21])[CH:18]=1. The catalyst class is: 2. (5) Reactant: [CH3:1][N:2]1[C:10]2[CH:9]=[C:8]([N:11]3[CH:16]=[CH:15][C:14]([C:17]4[CH:18]=[N:19][C:20]([C:23]([F:26])([F:25])[F:24])=[CH:21][CH:22]=4)=[N:13][C:12]3=[O:27])[CH:7]=[CH:6][C:5]=2[C:4]2[CH2:28][CH2:29][N:30](C(OC(C)(C)C)=O)[CH2:31][CH2:32][C:3]1=2.[ClH:40]. Product: [ClH:40].[CH3:1][N:2]1[C:10]2[CH:9]=[C:8]([N:11]3[CH:16]=[CH:15][C:14]([C:17]4[CH:18]=[N:19][C:20]([C:23]([F:24])([F:25])[F:26])=[CH:21][CH:22]=4)=[N:13][C:12]3=[O:27])[CH:7]=[CH:6][C:5]=2[C:4]2[CH2:28][CH2:29][NH:30][CH2:31][CH2:32][C:3]1=2. The catalyst class is: 4. (6) Reactant: [NH2:1][C@@H:2]([CH2:20][C:21]1[CH:26]=[CH:25][C:24]([F:27])=[CH:23][CH:22]=1)[C:3]([NH:5][C:6]1[N:10]([CH3:11])[N:9]=[C:8]([C:12]2[CH:17]=[CH:16][N:15]=[C:14]([NH:18][CH3:19])[CH:13]=2)[CH:7]=1)=[O:4].Br[CH2:29][C:30]#[N:31].CCN(C(C)C)C(C)C. Product: [C:30]([CH2:29][NH:1][C@@H:2]([CH2:20][C:21]1[CH:22]=[CH:23][C:24]([F:27])=[CH:25][CH:26]=1)[C:3]([NH:5][C:6]1[N:10]([CH3:11])[N:9]=[C:8]([C:12]2[CH:17]=[CH:16][N:15]=[C:14]([NH:18][CH3:19])[CH:13]=2)[CH:7]=1)=[O:4])#[N:31]. The catalyst class is: 10. (7) Reactant: [N+:1]([C:4]1[CH:15]=[CH:14][C:13]([O:16][C:17]2[CH:22]=[CH:21][CH:20]=[CH:19][CH:18]=2)=[CH:12][C:5]=1[C:6]([NH:8][CH:9]([CH3:11])[CH3:10])=[O:7])([O-])=O. Product: [NH2:1][C:4]1[CH:15]=[CH:14][C:13]([O:16][C:17]2[CH:22]=[CH:21][CH:20]=[CH:19][CH:18]=2)=[CH:12][C:5]=1[C:6]([NH:8][CH:9]([CH3:10])[CH3:11])=[O:7]. The catalyst class is: 105. (8) Reactant: C(=O)([O-])O.[Na+].[S:6]=[C:7]1[NH:12][C:11]2[CH:13]=[CH:14][NH:15][C:10]=2[C:9](=[O:16])[N:8]1[C:17]1[CH:22]=[CH:21][C:20]([O:23][CH2:24][C:25]([F:28])([F:27])[F:26])=[CH:19][CH:18]=1.Cl.Cl[CH2:31][CH2:32][N:33]1[CH2:38][CH2:37][O:36][CH2:35][CH2:34]1.[I-].[Na+]. Product: [N:33]1([CH2:32][CH2:31][S:6][C:7]2[N:8]([C:17]3[CH:18]=[CH:19][C:20]([O:23][CH2:24][C:25]([F:28])([F:27])[F:26])=[CH:21][CH:22]=3)[C:9](=[O:16])[C:10]3[NH:15][CH:14]=[CH:13][C:11]=3[N:12]=2)[CH2:38][CH2:37][O:36][CH2:35][CH2:34]1. The catalyst class is: 434. (9) Reactant: [SH:1][C:2]1[CH:7]=[CH:6][CH:5]=[CH:4][N:3]=1.[H-].[Na+].Br[C:11]1[N:16]=[CH:15][C:14]([CH:17]=[O:18])=[CH:13][CH:12]=1.O. Product: [N:3]1[CH:4]=[CH:5][CH:6]=[CH:7][C:2]=1[S:1][C:11]1[N:16]=[CH:15][C:14]([CH:17]=[O:18])=[CH:13][CH:12]=1. The catalyst class is: 31.